Dataset: NCI-60 drug combinations with 297,098 pairs across 59 cell lines. Task: Regression. Given two drug SMILES strings and cell line genomic features, predict the synergy score measuring deviation from expected non-interaction effect. (1) Drug 1: C1CCC(C1)C(CC#N)N2C=C(C=N2)C3=C4C=CNC4=NC=N3. Drug 2: C1C(C(OC1N2C=NC3=C2NC=NCC3O)CO)O. Cell line: OVCAR-4. Synergy scores: CSS=0.657, Synergy_ZIP=-1.08, Synergy_Bliss=-1.32, Synergy_Loewe=-1.50, Synergy_HSA=-1.63. (2) Drug 1: CN(C)C1=NC(=NC(=N1)N(C)C)N(C)C. Drug 2: CC1=C(C=C(C=C1)NC(=O)C2=CC=C(C=C2)CN3CCN(CC3)C)NC4=NC=CC(=N4)C5=CN=CC=C5. Cell line: SK-MEL-28. Synergy scores: CSS=-4.30, Synergy_ZIP=2.42, Synergy_Bliss=0.920, Synergy_Loewe=-5.03, Synergy_HSA=-3.93. (3) Drug 1: C1=CC(=CC=C1CCCC(=O)O)N(CCCl)CCCl. Drug 2: CC1=C(C(=O)C2=C(C1=O)N3CC4C(C3(C2COC(=O)N)OC)N4)N. Cell line: RXF 393. Synergy scores: CSS=14.6, Synergy_ZIP=0.788, Synergy_Bliss=6.56, Synergy_Loewe=3.79, Synergy_HSA=3.97. (4) Drug 1: C1CCC(C1)C(CC#N)N2C=C(C=N2)C3=C4C=CNC4=NC=N3. Drug 2: C1=CC=C(C=C1)NC(=O)CCCCCCC(=O)NO. Cell line: SR. Synergy scores: CSS=64.3, Synergy_ZIP=1.24, Synergy_Bliss=1.63, Synergy_Loewe=-1.73, Synergy_HSA=1.07. (5) Drug 1: CNC(=O)C1=NC=CC(=C1)OC2=CC=C(C=C2)NC(=O)NC3=CC(=C(C=C3)Cl)C(F)(F)F. Drug 2: N.N.Cl[Pt+2]Cl. Cell line: MDA-MB-231. Synergy scores: CSS=37.0, Synergy_ZIP=-9.11, Synergy_Bliss=-2.65, Synergy_Loewe=-8.85, Synergy_HSA=-0.0268. (6) Drug 1: CN1CCC(CC1)COC2=C(C=C3C(=C2)N=CN=C3NC4=C(C=C(C=C4)Br)F)OC. Drug 2: C1C(C(OC1N2C=NC(=NC2=O)N)CO)O. Cell line: OVCAR3. Synergy scores: CSS=21.6, Synergy_ZIP=-9.67, Synergy_Bliss=-3.82, Synergy_Loewe=-0.400, Synergy_HSA=0.418. (7) Drug 1: CC1=C2C(C(=O)C3(C(CC4C(C3C(C(C2(C)C)(CC1OC(=O)C(C(C5=CC=CC=C5)NC(=O)OC(C)(C)C)O)O)OC(=O)C6=CC=CC=C6)(CO4)OC(=O)C)O)C)O. Drug 2: CC1=C(C(=O)C2=C(C1=O)N3CC4C(C3(C2COC(=O)N)OC)N4)N. Cell line: OVCAR-8. Synergy scores: CSS=52.2, Synergy_ZIP=5.31, Synergy_Bliss=5.75, Synergy_Loewe=12.3, Synergy_HSA=12.6. (8) Drug 1: CN(C(=O)NC(C=O)C(C(C(CO)O)O)O)N=O. Drug 2: CC1=C(C(=O)C2=C(C1=O)N3CC4C(C3(C2COC(=O)N)OC)N4)N. Cell line: SK-MEL-2. Synergy scores: CSS=41.0, Synergy_ZIP=2.64, Synergy_Bliss=1.66, Synergy_Loewe=-36.9, Synergy_HSA=1.01. (9) Drug 1: C1=CC(=C2C(=C1NCCNCCO)C(=O)C3=C(C=CC(=C3C2=O)O)O)NCCNCCO. Drug 2: C(CCl)NC(=O)N(CCCl)N=O. Cell line: SF-539. Synergy scores: CSS=13.6, Synergy_ZIP=-4.85, Synergy_Bliss=-7.16, Synergy_Loewe=-25.3, Synergy_HSA=-6.58. (10) Drug 1: CCC1=CC2CC(C3=C(CN(C2)C1)C4=CC=CC=C4N3)(C5=C(C=C6C(=C5)C78CCN9C7C(C=CC9)(C(C(C8N6C)(C(=O)OC)O)OC(=O)C)CC)OC)C(=O)OC.C(C(C(=O)O)O)(C(=O)O)O. Cell line: OVCAR-5. Synergy scores: CSS=45.7, Synergy_ZIP=-2.47, Synergy_Bliss=-2.83, Synergy_Loewe=-3.36, Synergy_HSA=1.05. Drug 2: C1=NC2=C(N1)C(=S)N=C(N2)N.